This data is from Catalyst prediction with 721,799 reactions and 888 catalyst types from USPTO. The task is: Predict which catalyst facilitates the given reaction. Reactant: [CH:1]1([N:6]2[C:14]3[CH:13]=[CH:12][N:11]=[C:10]([O:15]C)[C:9]=3[C:8]([NH:17][C:18]3[CH:23]=[CH:22][C:21]([S:24]([NH2:27])(=[O:26])=[O:25])=[CH:20][CH:19]=3)=[N:7]2)[CH2:5][CH2:4][CH2:3][CH2:2]1.[I-].[Na+].Cl[Si](C)(C)C. Product: [CH:1]1([N:6]2[C:14]3[CH:13]=[CH:12][NH:11][C:10](=[O:15])[C:9]=3[C:8]([NH:17][C:18]3[CH:23]=[CH:22][C:21]([S:24]([NH2:27])(=[O:25])=[O:26])=[CH:20][CH:19]=3)=[N:7]2)[CH2:2][CH2:3][CH2:4][CH2:5]1. The catalyst class is: 10.